Task: Predict the reactants needed to synthesize the given product.. Dataset: Full USPTO retrosynthesis dataset with 1.9M reactions from patents (1976-2016) (1) The reactants are: [NH2:1][C:2]1[CH:7]=[CH:6][C:5]([CH:8]([O:13][CH3:14])[C:9]([O:11][CH3:12])=[O:10])=[CH:4][CH:3]=1.[Cl:15][CH2:16][CH2:17][CH2:18][S:19](Cl)(=[O:21])=[O:20]. Given the product [Cl:15][CH2:16][CH2:17][CH2:18][S:19]([NH:1][C:2]1[CH:3]=[CH:4][C:5]([CH:8]([O:13][CH3:14])[C:9]([O:11][CH3:12])=[O:10])=[CH:6][CH:7]=1)(=[O:21])=[O:20], predict the reactants needed to synthesize it. (2) Given the product [Br:1][C:2]1[CH:16]=[CH:15][C:14]2[O:17][C:20](=[O:21])[N:7]([C:8]3[CH:13]=[CH:12][CH:11]=[CH:10][CH:9]=3)[C:5](=[O:6])[C:4]=2[C:3]=1[CH3:18], predict the reactants needed to synthesize it. The reactants are: [Br:1][C:2]1[C:3]([CH3:18])=[C:4]([C:14]([OH:17])=[CH:15][CH:16]=1)[C:5]([NH:7][C:8]1[CH:13]=[CH:12][CH:11]=[CH:10][CH:9]=1)=[O:6].Cl[C:20](OCC)=[O:21]. (3) The reactants are: Cl[CH2:2][C:3]1[C:12]2[C:7](=[C:8]([F:15])[C:9]([OH:14])=[C:10]([F:13])[CH:11]=2)[O:6][C:5](=[O:16])[CH:4]=1.S(=O)(=O)(O)[OH:18]. Given the product [F:13][C:10]1[C:9]([OH:14])=[C:8]([F:15])[C:7]2[O:6][CH:2]=[C:3]([CH2:4][C:5]([OH:16])=[O:18])[C:12]=2[CH:11]=1, predict the reactants needed to synthesize it.